Dataset: Catalyst prediction with 721,799 reactions and 888 catalyst types from USPTO. Task: Predict which catalyst facilitates the given reaction. (1) Reactant: Br[CH2:2][CH2:3][CH:4]([C:9]1[S:10][C:11]2[CH:18]=[C:17]([C:19]([F:22])([F:21])[F:20])[CH:16]=[CH:15][C:12]=2[C:13]=1[CH3:14])[CH2:5][CH2:6][CH2:7][CH3:8].C(=O)([O-])[O-].[Cs+].[Cs+].[CH2:29]([C:31]1[CH:36]=[C:35]([OH:37])[CH:34]=[CH:33][C:32]=1[O:38][CH2:39][C:40]([O:42][CH2:43][CH3:44])=[O:41])[CH3:30]. Product: [CH2:29]([C:31]1[CH:36]=[C:35]([O:37][CH2:2][CH2:3][CH:4]([C:9]2[S:10][C:11]3[CH:18]=[C:17]([C:19]([F:22])([F:21])[F:20])[CH:16]=[CH:15][C:12]=3[C:13]=2[CH3:14])[CH2:5][CH2:6][CH2:7][CH3:8])[CH:34]=[CH:33][C:32]=1[O:38][CH2:39][C:40]([O:42][CH2:43][CH3:44])=[O:41])[CH3:30]. The catalyst class is: 23. (2) Reactant: [CH2:1]([C@@H:8]1[NH:13][CH2:12][CH2:11][N:10]([C:14]2[CH:19]=[CH:18][C:17]([O:20][CH3:21])=[C:16]([O:22][CH:23]3[CH2:27][CH2:26][CH2:25][CH2:24]3)[CH:15]=2)[CH2:9]1)[C:2]1[CH:7]=[CH:6][CH:5]=[CH:4][CH:3]=1.C(N(CC)CC)C.C([O:42][CH2:43][C:44](Cl)=[O:45])C1C=CC=CC=1. Product: [CH2:1]([C@H:8]1[CH2:9][N:10]([C:14]2[CH:19]=[CH:18][C:17]([O:20][CH3:21])=[C:16]([O:22][CH:23]3[CH2:27][CH2:26][CH2:25][CH2:24]3)[CH:15]=2)[CH2:11][CH2:12][N:13]1[C:43](=[O:42])[CH2:44][OH:45])[C:2]1[CH:3]=[CH:4][CH:5]=[CH:6][CH:7]=1. The catalyst class is: 387. (3) Reactant: [Br:1][C:2]1[CH:3]=[CH:4][C:5]2[O:11][C:10]3[C:12]([F:18])=[CH:13][C:14]([O:16][CH3:17])=[CH:15][C:9]=3[CH2:8][C:7](=[O:19])[C:6]=2[CH:20]=1.Br.CS(C)=[O:24]. Product: [Br:1][C:2]1[CH:3]=[CH:4][C:5]2[O:11][C:10]3[C:12]([F:18])=[CH:13][C:14]([O:16][CH3:17])=[CH:15][C:9]=3[C:8](=[O:24])[C:7](=[O:19])[C:6]=2[CH:20]=1. The catalyst class is: 6. (4) The catalyst class is: 422. Product: [F:1][C:2]1[CH:3]=[C:4]([O:21][CH3:22])[CH:5]=[C:6]2[C:10]=1[NH:9][C:8]([C:11]1[C:12]([CH3:18])=[N:13][N:14]([CH3:17])[C:15]=1[CH3:16])=[C:7]2/[CH:19]=[C:34]1\[O:35][C:31]2[CH:30]=[CH:29][C:28]([NH:27][C:25]([NH:24][CH3:23])=[O:26])=[CH:37][C:32]=2[C:33]\1=[O:36]. Reactant: [F:1][C:2]1[CH:3]=[C:4]([O:21][CH3:22])[CH:5]=[C:6]2[C:10]=1[NH:9][C:8]([C:11]1[C:12]([CH3:18])=[N:13][N:14]([CH3:17])[C:15]=1[CH3:16])=[C:7]2[CH:19]=O.[CH3:23][NH:24][C:25]([NH:27][C:28]1[CH:29]=[CH:30][C:31]2[O:35][CH2:34][C:33](=[O:36])[C:32]=2[CH:37]=1)=[O:26].C([O-])([O-])=O.[Na+].[Na+]. (5) Reactant: [H-].[Na+].[CH3:3][N:4]([CH:6]=O)[CH3:5].[NH:8]1[C:16]2[CH:15]=[CH:14][CH:13]=[C:12]([C:17]([O:19][CH3:20])=[O:18])[C:11]=2[CH:10]=[N:9]1.CI. Product: [CH3:5][N:4]1[C:6]2[CH:15]=[CH:14][CH:13]=[C:12]([C:17]([O:19][CH3:20])=[O:18])[C:11]=2[CH:16]=[N:8]1.[CH3:3][N:9]1[CH:10]=[C:11]2[C:16]([CH:15]=[CH:14][CH:13]=[C:12]2[C:17]([O:19][CH3:20])=[O:18])=[N:8]1. The catalyst class is: 6. (6) Reactant: [CH3:1][N:2]([CH3:19])[CH2:3][C:4]1[C:12]2[C:7](=[N:8][CH:9]=[CH:10][N:11]=2)[NH:6][C:5]=1[C:13]1[CH:18]=[CH:17][CH:16]=[CH:15][CH:14]=1.[I:20][CH3:21]. Product: [I-:20].[CH3:1][N+:2]([CH3:21])([CH3:19])[CH2:3][C:4]1[C:12]2[C:7](=[N:8][CH:9]=[CH:10][N:11]=2)[NH:6][C:5]=1[C:13]1[CH:18]=[CH:17][CH:16]=[CH:15][CH:14]=1. The catalyst class is: 336. (7) Reactant: Cl[C:2]1[CH:7]=[CH:6][N:5]=[C:4]([N:8]2[CH2:13][CH2:12][N:11]([C:14]([O:16][C:17]([CH3:20])([CH3:19])[CH3:18])=[O:15])[CH2:10][CH2:9]2)[N:3]=1.[F:21][C:22]1[CH:27]=[CH:26][CH:25]=[C:24]([F:28])[C:23]=1B(O)O.[F-].[K+].C(P(C(C)(C)C)C(C)(C)C)(C)(C)C. Product: [F:21][C:22]1[CH:27]=[CH:26][CH:25]=[C:24]([F:28])[C:23]=1[C:2]1[CH:7]=[CH:6][N:5]=[C:4]([N:8]2[CH2:13][CH2:12][N:11]([C:14]([O:16][C:17]([CH3:20])([CH3:19])[CH3:18])=[O:15])[CH2:10][CH2:9]2)[N:3]=1. The catalyst class is: 30. (8) Reactant: [F:1][C:2]([F:7])([F:6])[C:3]([OH:5])=[O:4].C1(C2C=C(C3CCNCC3)C=CC=2NC(C2NC=C(C#N)N=2)=O)CCCCC=1.BrCC(OC(C)(C)C)=O.CCN(CC)CC.C([O:56][C:57](=[O:87])[CH2:58][N:59]1[CH2:64][CH2:63][CH:62]([C:65]2[CH:70]=[CH:69][C:68]([NH:71][C:72]([C:74]3[NH:75][CH:76]=[C:77]([C:79]#[N:80])[N:78]=3)=[O:73])=[C:67]([C:81]3[CH2:86][CH2:85][CH2:84][CH2:83][CH:82]=3)[CH:66]=2)[CH2:61][CH2:60]1)(C)(C)C. Product: [F:1][C:2]([F:7])([F:6])[C:3]([OH:5])=[O:4].[C:79]([C:77]1[N:78]=[C:74]([C:72]([NH:71][C:68]2[CH:69]=[CH:70][C:65]([CH:62]3[CH2:61][CH2:60][N:59]([CH2:58][C:57]([OH:87])=[O:56])[CH2:64][CH2:63]3)=[CH:66][C:67]=2[C:81]2[CH2:86][CH2:85][CH2:84][CH2:83][CH:82]=2)=[O:73])[NH:75][CH:76]=1)#[N:80]. The catalyst class is: 2.